From a dataset of TCR-epitope binding with 47,182 pairs between 192 epitopes and 23,139 TCRs. Binary Classification. Given a T-cell receptor sequence (or CDR3 region) and an epitope sequence, predict whether binding occurs between them. (1) The epitope is TPINLVRDL. The TCR CDR3 sequence is CASKGTQYF. Result: 0 (the TCR does not bind to the epitope). (2) The epitope is YLDAYNMMI. The TCR CDR3 sequence is CASSLVSAGTAFTDTQYF. Result: 1 (the TCR binds to the epitope). (3) The epitope is LEPLVDLPI. The TCR CDR3 sequence is CSVEGHGLAGVISYNEQFF. Result: 1 (the TCR binds to the epitope).